From a dataset of Full USPTO retrosynthesis dataset with 1.9M reactions from patents (1976-2016). Predict the reactants needed to synthesize the given product. (1) Given the product [CH2:1]([O:8][C:9](=[O:28])[C@H:10]([CH2:23][CH2:24][CH2:25][CH2:26][NH:59][CH2:52][C:53]1[CH:58]=[CH:57][CH:56]=[CH:55][CH:54]=1)[N:11]([C:13]([O:15][CH2:16][C:17]1[CH:22]=[CH:21][CH:20]=[CH:19][CH:18]=1)=[O:14])[CH3:12])[C:2]1[CH:7]=[CH:6][CH:5]=[CH:4][CH:3]=1, predict the reactants needed to synthesize it. The reactants are: [CH2:1]([O:8][C:9](=[O:28])[C@H:10]([CH2:23][CH2:24][CH2:25][CH2:26]O)[N:11]([C:13]([O:15][CH2:16][C:17]1[CH:22]=[CH:21][CH:20]=[CH:19][CH:18]=1)=[O:14])[CH3:12])[C:2]1[CH:7]=[CH:6][CH:5]=[CH:4][CH:3]=1.FC(F)(F)S(OS(C(F)(F)F)(=O)=O)(=O)=O.[O-]S(C(F)(F)F)(=O)=O.[CH2:52]([NH2:59])[C:53]1[CH:58]=[CH:57][CH:56]=[CH:55][CH:54]=1. (2) Given the product [O:16]([CH2:23][CH2:24][CH2:25][CH:26]=[CH:1][C:3]1[CH:14]=[CH:13][C:6]([O:7][CH2:8][C:9]([O:11][CH3:12])=[O:10])=[CH:5][CH:4]=1)[C:17]1[CH:22]=[CH:21][CH:20]=[CH:19][CH:18]=1, predict the reactants needed to synthesize it. The reactants are: [CH:1]([C:3]1[CH:14]=[CH:13][C:6]([O:7][CH2:8][C:9]([O:11][CH3:12])=[O:10])=[CH:5][CH:4]=1)=O.[Br-].[O:16]([CH2:23][CH2:24][CH2:25][CH2:26][P+](C1C=CC=CC=1)(C1C=CC=CC=1)C1C=CC=CC=1)[C:17]1[CH:22]=[CH:21][CH:20]=[CH:19][CH:18]=1.